From a dataset of Peptide-MHC class II binding affinity with 134,281 pairs from IEDB. Regression. Given a peptide amino acid sequence and an MHC pseudo amino acid sequence, predict their binding affinity value. This is MHC class II binding data. (1) The peptide sequence is RREVHIYYLEKANKI. The MHC is DRB1_1302 with pseudo-sequence DRB1_1302. The binding affinity (normalized) is 0.537. (2) The peptide sequence is AIVYYSMYGHIKKMA. The MHC is HLA-DPA10103-DPB10401 with pseudo-sequence HLA-DPA10103-DPB10401. The binding affinity (normalized) is 0.604. (3) The peptide sequence is EKKYFAAAQFEPLAA. The MHC is HLA-DPA10201-DPB10101 with pseudo-sequence HLA-DPA10201-DPB10101. The binding affinity (normalized) is 0.937. (4) The peptide sequence is EKKYFAATQFEPYAA. The MHC is HLA-DPA10103-DPB10401 with pseudo-sequence HLA-DPA10103-DPB10401. The binding affinity (normalized) is 0.982.